From a dataset of Peptide-MHC class II binding affinity with 134,281 pairs from IEDB. Regression. Given a peptide amino acid sequence and an MHC pseudo amino acid sequence, predict their binding affinity value. This is MHC class II binding data. The peptide sequence is YLAILVKYVDGDGDV. The MHC is DRB3_0202 with pseudo-sequence DRB3_0202. The binding affinity (normalized) is 0.334.